Dataset: Reaction yield outcomes from USPTO patents with 853,638 reactions. Task: Predict the reaction yield, written as a fraction of the theoretical maximum amount of product (1.0 means a 100% yield; for example, 0.34 means a 34% yield). (1) The reactants are [OH:1][CH:2]1[CH2:7][CH2:6][N:5]([C:8]([O:10][C:11]([CH3:14])([CH3:13])[CH3:12])=[O:9])[CH2:4][CH2:3]1.C(N(CC)CC)C.[CH3:22][S:23](Cl)(=[O:25])=[O:24].O. The catalyst is ClCCl. The product is [CH3:22][S:23]([O:1][CH:2]1[CH2:3][CH2:4][N:5]([C:8]([O:10][C:11]([CH3:14])([CH3:13])[CH3:12])=[O:9])[CH2:6][CH2:7]1)(=[O:25])=[O:24]. The yield is 0.900. (2) The reactants are Br[C:2]1[CH:3]=[C:4]([C:8]2[C:22]([C:23]3[CH:28]=[CH:27][N:26]=[C:25]([NH:29][CH:30]4[CH2:34][CH2:33][CH2:32][CH2:31]4)[N:24]=3)=[C:11]3[CH:12]=[CH:13][CH:14]=[C:15]([NH:16][CH:17]4[CH2:21][CH2:20][CH2:19][CH2:18]4)[N:10]3[N:9]=2)[CH:5]=[CH:6][CH:7]=1.[S:35]1[CH:39]=[CH:38][CH:37]=[C:36]1B(O)O. No catalyst specified. The product is [CH:17]1([NH:16][C:15]2[N:10]3[N:9]=[C:8]([C:4]4[CH:5]=[CH:6][CH:7]=[C:2]([C:36]5[S:35][CH:39]=[CH:38][CH:37]=5)[CH:3]=4)[C:22]([C:23]4[CH:28]=[CH:27][N:26]=[C:25]([NH:29][CH:30]5[CH2:34][CH2:33][CH2:32][CH2:31]5)[N:24]=4)=[C:11]3[CH:12]=[CH:13][CH:14]=2)[CH2:18][CH2:19][CH2:20][CH2:21]1. The yield is 0.420. (3) The reactants are [CH:1]1[C:6]2[S:7][CH2:8][CH2:9][CH2:10][O:11][C:5]=2[CH:4]=[CH:3][CH:2]=1.CN(C)CCN(C)C.C([Li])CCC.[C:25]([O:28]CC)(=[O:27])C. The catalyst is CCCCCC.Cl. The product is [CH:1]1[C:6]2[S:7][CH2:8][CH2:9][CH2:10][O:11][C:5]=2[C:4]([C:25]([OH:28])=[O:27])=[CH:3][CH:2]=1. The yield is 0.810. (4) The reactants are [OH:1][CH:2]([C:33]([CH3:36])([CH3:35])[CH3:34])[CH2:3][N:4]1[C:9](=[O:10])[C:8]([CH2:11][C:12]2[CH:17]=[CH:16][C:15]([C:18]3[C:19]([C:24]#[N:25])=[CH:20][CH:21]=[CH:22][CH:23]=3)=[CH:14][CH:13]=2)=[C:7]([CH2:26][CH2:27][CH3:28])[N:6]2[N:29]=[C:30]([CH3:32])[N:31]=[C:5]12.[H-].[Na+].[CH3:39]N(C)C=O.CI. The catalyst is C(OCC)(=O)C. The product is [CH3:39][O:1][CH:2]([C:33]([CH3:35])([CH3:34])[CH3:36])[CH2:3][N:4]1[C:9](=[O:10])[C:8]([CH2:11][C:12]2[CH:13]=[CH:14][C:15]([C:18]3[C:19]([C:24]#[N:25])=[CH:20][CH:21]=[CH:22][CH:23]=3)=[CH:16][CH:17]=2)=[C:7]([CH2:26][CH2:27][CH3:28])[N:6]2[N:29]=[C:30]([CH3:32])[N:31]=[C:5]12. The yield is 0.720. (5) No catalyst specified. The yield is 0.350. The product is [F:14][C:15]1[CH:23]=[C:22]2[C:18]([C:19]([CH2:25][NH:6][CH3:5])=[CH:20][N:21]2[CH3:24])=[CH:17][CH:16]=1. The reactants are BrC1C=C[C:5](NCC(OC)=O)=[N:6]C=1.[F:14][C:15]1[CH:23]=[C:22]2[C:18]([C:19]([CH:25]=O)=[CH:20][N:21]2[CH3:24])=[CH:17][CH:16]=1.CN1C2C(=CC=CC=2)C(C)=C1C=O. (6) The reactants are [H-].[Na+].[Cl:3][C:4]1[CH:11]=[CH:10][C:7]([NH:8][CH3:9])=[C:6]([N+:12]([O-:14])=[O:13])[CH:5]=1.[Cl:15][C:16]1[S:20][C:19]([S:21](Cl)(=[O:23])=[O:22])=[CH:18][CH:17]=1.O. The catalyst is CN(C=O)C. The product is [Cl:3][C:4]1[CH:11]=[CH:10][C:7]([N:8]([CH3:9])[S:21]([C:19]2[S:20][C:16]([Cl:15])=[CH:17][CH:18]=2)(=[O:23])=[O:22])=[C:6]([N+:12]([O-:14])=[O:13])[CH:5]=1. The yield is 0.160. (7) The yield is 0.960. The catalyst is C(O)(=O)C.[Pt](=O)=O. The reactants are [F:1][C:2]1[CH:18]=[CH:17][C:16]([F:19])=[CH:15][C:3]=1[CH2:4][C:5]1[CH:6]=[C:7]([CH:12]=[CH:13][N:14]=1)[C:8]([O:10][CH3:11])=[O:9]. The product is [F:1][C:2]1[CH:18]=[CH:17][C:16]([F:19])=[CH:15][C:3]=1[CH2:4][CH:5]1[CH2:6][CH:7]([C:8]([O:10][CH3:11])=[O:9])[CH2:12][CH2:13][NH:14]1. (8) The reactants are [C:1]([C:3]1[CH:8]=[CH:7][C:6]([NH:9][CH:10]([C:16]2[CH:21]=[C:20]([C:22]3[N:23](O)[C:24]([CH3:27])=[N:25][CH:26]=3)[CH:19]=[C:18]([O:29][CH2:30][CH3:31])[CH:17]=2)[C:11]([O:13][CH2:14][CH3:15])=[O:12])=[CH:5][CH:4]=1)#[N:2].C([O-])(O)=O.[Na+]. The catalyst is O.CO. The product is [C:1]([C:3]1[CH:8]=[CH:7][C:6]([NH:9][CH:10]([C:16]2[CH:21]=[C:20]([C:22]3[NH:23][C:24]([CH3:27])=[N:25][CH:26]=3)[CH:19]=[C:18]([O:29][CH2:30][CH3:31])[CH:17]=2)[C:11]([O:13][CH2:14][CH3:15])=[O:12])=[CH:5][CH:4]=1)#[N:2]. The yield is 0.150. (9) The reactants are Br[C:2]1[C:13]([F:14])=[CH:12][C:5]([CH2:6][N:7]2[CH2:11][CH2:10][CH2:9][CH2:8]2)=[C:4]([Cl:15])[CH:3]=1.CC(C)=O.C(=O)=O.[Li]CCCC.[O:28]=[C:29]1[CH2:32][CH:31]([C:33]([OH:35])=O)[CH2:30]1.[CH2:36]([NH2:40])[CH:37]([CH3:39])[CH3:38].C(P1(=O)OP(=O)(CCC)OP(=O)(CCC)O1)CC. The catalyst is C1COCC1.CCOC(C)=O. The product is [CH2:36]([NH:40][C:33]([CH:31]1[CH2:30][C:29]([C:2]2[CH:3]=[C:4]([Cl:15])[C:5]([CH2:6][N:7]3[CH2:11][CH2:10][CH2:9][CH2:8]3)=[CH:12][C:13]=2[F:14])([OH:28])[CH2:32]1)=[O:35])[CH:37]([CH3:39])[CH3:38]. The yield is 0.150.